Dataset: Forward reaction prediction with 1.9M reactions from USPTO patents (1976-2016). Task: Predict the product of the given reaction. (1) Given the reactants [CH3:1][O:2][C:3](=[O:23])[CH2:4][CH:5]1[C:9](=[O:10])[N:8]([CH2:11][C:12]2[CH:21]=[CH:20][C:19]3[C:14](=[CH:15][CH:16]=[CH:17][CH:18]=3)[CH:13]=2)[C:7](=[O:22])[NH:6]1.[H-].[Na+].[Cl-].CN([CH:30]=[O:31])C, predict the reaction product. The product is: [CH3:1][O:2][C:3](=[O:23])[CH2:4][CH:5]1[C:9](=[O:10])[N:8]([CH2:11][C:12]2[CH:21]=[CH:20][C:19]3[C:14](=[CH:15][CH:16]=[CH:17][CH:18]=3)[CH:13]=2)[C:7](=[O:22])[N:6]1[CH2:11][C:12]1[CH:21]=[CH:20][C:19]([O:31][CH3:30])=[CH:14][CH:13]=1. (2) Given the reactants [ClH:1].[OH:2][C:3]1[C:16]2[C:15](=[O:17])[C:14]3[C:9](=[C:10]([O:18][CH3:19])[CH:11]=[CH:12][CH:13]=3)[O:8][C:7]=2[CH:6]=[C:5]([O:20][CH2:21][CH:22]2[CH2:24][S:23]2)[CH:4]=1, predict the reaction product. The product is: [Cl:1][CH2:24][CH:22]([SH:23])[CH2:21][O:20][C:5]1[CH:4]=[C:3]([OH:2])[C:16]2[C:15](=[O:17])[C:14]3[C:9]([O:8][C:7]=2[CH:6]=1)=[C:10]([O:18][CH3:19])[CH:11]=[CH:12][CH:13]=3. (3) Given the reactants [Cl:1][C:2]1[CH:7]=[CH:6][C:5]([C:8]2[N:9]=[C:10]([C:13]3[CH:18]=[CH:17][C:16]([OH:19])=[CH:15][CH:14]=3)[S:11][CH:12]=2)=[CH:4][CH:3]=1.[CH3:20][N:21]([C:25]1[CH:30]=[CH:29][CH:28]=[CH:27][CH:26]=1)[C:22](Cl)=[O:23], predict the reaction product. The product is: [Cl:1][C:2]1[CH:3]=[CH:4][C:5]([C:8]2[N:9]=[C:10]([C:13]3[CH:18]=[CH:17][C:16]([O:19][C:22](=[O:23])[N:21]([CH3:20])[C:25]4[CH:30]=[CH:29][CH:28]=[CH:27][CH:26]=4)=[CH:15][CH:14]=3)[S:11][CH:12]=2)=[CH:6][CH:7]=1.